From a dataset of Full USPTO retrosynthesis dataset with 1.9M reactions from patents (1976-2016). Predict the reactants needed to synthesize the given product. (1) Given the product [NH:37]1[CH:38]=[CH:39][CH:40]=[C:36]1[C:34]1[NH:35][C:21]2=[N:22][CH:23]=[CH:24][CH:25]=[C:20]2[CH:19]=1, predict the reactants needed to synthesize it. The reactants are: C([Li])CCC.C1CCCCC1.C(NC(C)C)(C)C.[CH3:19][C:20]1[CH:21]=[N:22][CH:23]=[CH:24][CH:25]=1.C(NC(C)C)(C)C.[Li].[C:34]([C:36]1[NH:37][CH:38]=[CH:39][CH:40]=1)#[N:35].[Cl-].[Na+]. (2) Given the product [C:15]1(=[O:25])[N:19]([CH:6]([CH3:14])/[CH:7]=[CH:8]/[C:9]([O:11][CH2:12][CH3:13])=[O:10])[C:18](=[O:20])[C:17]2=[CH:21][CH:22]=[CH:23][CH:24]=[C:16]12, predict the reactants needed to synthesize it. The reactants are: COC(O[CH:6]([CH3:14])/[CH:7]=[CH:8]/[C:9]([O:11][CH2:12][CH3:13])=[O:10])=O.[C:15]1(=[O:25])[NH:19][C:18](=[O:20])[C:17]2=[CH:21][CH:22]=[CH:23][CH:24]=[C:16]12.C([O-])([O-])=O.[Cs+].[Cs+].CCOC(C)=O. (3) Given the product [Cl:1][C:2]1[C:6]([Cl:7])=[C:5]([CH3:8])[NH:4][C:3]=1[C:9]([NH:11][C@@H:12]1[CH2:17][CH2:16][NH:15][CH2:14][C@@H:13]1[CH3:22])=[O:10], predict the reactants needed to synthesize it. The reactants are: [Cl:1][C:2]1[C:6]([Cl:7])=[C:5]([CH3:8])[NH:4][C:3]=1[C:9]([NH:11][C@@H:12]1[CH2:17][CH2:16][N:15](C(OC)=O)[CH2:14][C@@H:13]1[CH3:22])=[O:10].[OH-].[K+].O.NN.O. (4) The reactants are: [CH3:1][CH:2]([C:4]1[N:8]([CH2:9][CH2:10][C@@H:11]([OH:19])[CH2:12][C@@H:13]([OH:18])[CH2:14][C:15]([O-:17])=[O:16])[C:7]([C:20]2[CH:25]=[CH:24][C:23]([F:26])=[CH:22][CH:21]=2)=[C:6]([C:27]2[CH:32]=[CH:31][CH:30]=[CH:29][CH:28]=2)[C:5]=1[C:33]([NH:35][C:36]1[CH:41]=[CH:40][CH:39]=[CH:38][CH:37]=1)=[O:34])[CH3:3].[CH3:42][CH:43](C1N(CC[C@@H](O)C[C@@H](O)CC([O-])=O)C(C2C=CC(F)=CC=2)=C(C2C=CC=CC=2)C=1C(NC1C=CC=CC=1)=O)[CH3:44].[Ca+2].COC(OC)(C)C.S(=O)(=O)(O)O.[CH2-]C(C)=O. Given the product [F:26][C:23]1[CH:24]=[CH:25][C:20]([C:7]2[N:8]([CH2:9][CH2:10][C@H:11]3[O:19][C:43]([CH3:44])([CH3:42])[O:18][C@@H:13]([CH2:14][C:15]([OH:17])=[O:16])[CH2:12]3)[C:4]([CH:2]([CH3:1])[CH3:3])=[C:5]([C:33](=[O:34])[NH:35][C:36]3[CH:41]=[CH:40][CH:39]=[CH:38][CH:37]=3)[C:6]=2[C:27]2[CH:32]=[CH:31][CH:30]=[CH:29][CH:28]=2)=[CH:21][CH:22]=1, predict the reactants needed to synthesize it. (5) Given the product [C:11]([O:15][C:16]([N:18]1[CH2:23][CH2:22][CH2:21][CH:20]([CH:24]=[O:25])[CH2:19]1)=[O:17])([CH3:14])([CH3:13])[CH3:12], predict the reactants needed to synthesize it. The reactants are: CS(C)=O.C(Cl)(=O)C(Cl)=O.[C:11]([O:15][C:16]([N:18]1[CH2:23][CH2:22][CH2:21][CH:20]([CH2:24][OH:25])[CH2:19]1)=[O:17])([CH3:14])([CH3:13])[CH3:12].C(N(CC)CC)C. (6) Given the product [CH:3]1([NH:8][C@@H:9]2[CH2:17][C:16]3[C:11](=[CH:12][CH:13]=[CH:14][CH:15]=3)[C@H:10]2[OH:18])[CH2:4][CH2:5][CH2:6][CH2:7]1, predict the reactants needed to synthesize it. The reactants are: [BH4-].[Na+].[CH:3]1([NH:8][CH:9]2[CH2:17][C:16]3[C:11](=[CH:12][CH:13]=[CH:14][CH:15]=3)[C:10]2=[O:18])[CH2:7][CH2:6][CH2:5][CH2:4]1. (7) Given the product [C:23]([O:26][CH2:27][C:28]1[C:33]([N:34]2[CH2:46][CH2:45][N:37]3[C:38]4[CH2:39][CH2:40][CH2:41][CH2:42][C:43]=4[CH:44]=[C:36]3[C:35]2=[O:47])=[CH:32][C:31]([F:48])=[CH:30][C:29]=1[C:2]1[CH:3]=[C:4]([NH:10][C:11]2[CH:16]=[CH:15][C:14]([O:17][CH2:18][CH2:19][N:20]([CH3:22])[CH3:21])=[CH:13][N:12]=2)[C:5](=[O:9])[N:6]([CH3:8])[CH:7]=1)(=[O:25])[CH3:24], predict the reactants needed to synthesize it. The reactants are: Br[C:2]1[CH:3]=[C:4]([NH:10][C:11]2[CH:16]=[CH:15][C:14]([O:17][CH2:18][CH2:19][N:20]([CH3:22])[CH3:21])=[CH:13][N:12]=2)[C:5](=[O:9])[N:6]([CH3:8])[CH:7]=1.[C:23]([O:26][CH2:27][C:28]1[C:33]([N:34]2[CH2:46][CH2:45][N:37]3[C:38]4[CH2:39][CH2:40][CH2:41][CH2:42][C:43]=4[CH:44]=[C:36]3[C:35]2=[O:47])=[CH:32][C:31]([F:48])=[CH:30][C:29]=1B1OC(C)(C)C(C)(C)O1)(=[O:25])[CH3:24].[O-]P([O-])([O-])=O.[K+].[K+].[K+].CC([O-])=O.[Na+]. (8) Given the product [CH:14]([C:4]1[CH:5]=[C:6]2[C:11](=[CH:12][C:3]=1[O:2][CH3:1])[CH:10]([CH3:13])[CH2:9][CH2:8][CH2:7]2)([CH3:16])[CH3:15], predict the reactants needed to synthesize it. The reactants are: [CH3:1][O:2][C:3]1[C:4]([C:14](O)([CH3:16])[CH3:15])=[CH:5][C:6]2[CH2:7][CH2:8][CH2:9][CH:10]([CH3:13])[C:11]=2[CH:12]=1.C([SiH](CC)CC)C.FC(F)(F)C(O)=O. (9) Given the product [Cl:1][C:2]1[CH:3]=[CH:4][C:5]([S:8]([C:11]2([C:22]3[CH:27]=[C:26]([F:28])[CH:25]=[CH:24][C:23]=3[F:29])[CH2:16][CH2:15][CH:14]([CH2:17][S:18]([CH3:21])(=[O:20])=[O:19])[CH2:13][CH2:12]2)(=[O:9])=[O:10])=[CH:6][CH:7]=1, predict the reactants needed to synthesize it. The reactants are: [Cl:1][C:2]1[CH:7]=[CH:6][C:5]([S:8]([C:11]2([C:22]3[CH:27]=[C:26]([F:28])[CH:25]=[CH:24][C:23]=3[F:29])[CH2:16][CH2:15][C:14](=[CH:17][S:18]([CH3:21])(=[O:20])=[O:19])[CH2:13][CH2:12]2)(=[O:10])=[O:9])=[CH:4][CH:3]=1.CCC(C)[BH-](C(C)CC)C(C)CC.[Li+]. (10) The reactants are: COC1C=C(C=CC=1OC)C[NH:7][C:8]1[N:13]2[N:14]=[C:15]([C:17]3[O:18][CH:19]=[CH:20][CH:21]=3)[N:16]=[C:12]2[CH:11]=[C:10]([CH2:22][CH2:23][OH:24])[N:9]=1.O.C(C1C(=O)C(Cl)=C(Cl)C(=O)C=1C#N)#N.C(=O)(O)[O-].[Na+]. Given the product [NH2:7][C:8]1[N:13]2[N:14]=[C:15]([C:17]3[O:18][CH:19]=[CH:20][CH:21]=3)[N:16]=[C:12]2[CH:11]=[C:10]([CH2:22][CH2:23][OH:24])[N:9]=1, predict the reactants needed to synthesize it.